Task: Predict the reactants needed to synthesize the given product.. Dataset: Full USPTO retrosynthesis dataset with 1.9M reactions from patents (1976-2016) (1) Given the product [O:4]1[C:12]2[CH:11]=[CH:10][N:9]=[C:8]([N:13]3[CH2:18][CH2:17][N:16]([CH2:19][CH2:20][C@H:21]4[CH2:26][CH2:25][C@H:24]([NH:27][C:38](=[O:39])[C:37]5[CH:36]=[CH:35][C:34]([N:28]6[CH2:33][CH2:32][O:31][CH2:30][CH2:29]6)=[CH:42][CH:41]=5)[CH2:23][CH2:22]4)[CH2:15][CH2:14]3)[C:7]=2[CH2:6][CH2:5]1, predict the reactants needed to synthesize it. The reactants are: Cl.Cl.Cl.[O:4]1[C:12]2[CH:11]=[CH:10][N:9]=[C:8]([N:13]3[CH2:18][CH2:17][N:16]([CH2:19][CH2:20][C@H:21]4[CH2:26][CH2:25][C@H:24]([NH2:27])[CH2:23][CH2:22]4)[CH2:15][CH2:14]3)[C:7]=2[CH2:6][CH2:5]1.[N:28]1([C:34]2[CH:42]=[CH:41][C:37]([C:38](O)=[O:39])=[CH:36][CH:35]=2)[CH2:33][CH2:32][O:31][CH2:30][CH2:29]1. (2) Given the product [S:7]=[C:8]1[O:12][C@H:11]([C:14]([CH3:19])([CH3:13])[CH2:15][OH:18])[CH2:10][O:9]1, predict the reactants needed to synthesize it. The reactants are: O=C1OCCO1.[S:7]=[C:8]1[O:12][CH2:11][CH2:10][O:9]1.[CH3:13][C:14](C)([CH2:19]O)[C@@H:15]([OH:18])CO.C(Cl)(Cl)=S.C(N(CC)CC)C. (3) Given the product [CH:7]1[C:8]([C@H:9]2[C@H:14]([CH2:15][O:16][C:17]3[CH:18]=[CH:19][C:20]4[O:25][CH2:24][O:23][C:21]=4[CH:22]=3)[CH2:13][NH:12][CH2:11][CH2:10]2)=[CH:3][CH:4]=[C:5]([F:26])[CH:6]=1.[ClH:1], predict the reactants needed to synthesize it. The reactants are: [Cl-:1].[NH4+].[CH:3]1[C:8]([C@H:9]2[C@H:14]([CH2:15][O:16][C:17]3[CH:18]=[CH:19][C:20]4[O:25][CH2:24][O:23][C:21]=4[CH:22]=3)[CH2:13][NH:12][CH2:11][CH2:10]2)=[CH:7][CH:6]=[C:5]([F:26])[CH:4]=1.Cl. (4) Given the product [NH2:21][C:16]1[CH:17]=[N:18][CH:19]=[CH:20][C:15]=1[C@H:13]1[O:12][C@H:11]2[CH2:24][CH2:25][CH2:26][C@H:10]2[C@@H:9]([NH:8][C:35](=[O:36])[O:37][C:38]([CH3:39])([CH3:40])[CH3:41])[CH2:14]1, predict the reactants needed to synthesize it. The reactants are: C([NH:8][C@@H:9]1[CH2:14][C@H:13]([C:15]2[CH:20]=[CH:19][N:18]=[CH:17][C:16]=2[N+:21]([O-])=O)[O:12][C@@H:11]2[CH2:24][CH2:25][CH2:26][C@H:10]12)C1C=CC=CC=1.[CH3:39][C:38]([O:37][C:35](O[C:35]([O:37][C:38]([CH3:41])([CH3:40])[CH3:39])=[O:36])=[O:36])([CH3:41])[CH3:40].